From a dataset of Reaction yield outcomes from USPTO patents with 853,638 reactions. Predict the reaction yield, written as a fraction of the theoretical maximum amount of product (1.0 means a 100% yield; for example, 0.34 means a 34% yield). (1) The reactants are [OH-].[Na+].C([O:5][C:6]([C:8]1[NH:9][CH:10]=[C:11]([CH2:13][CH2:14][C:15]2[CH:20]=[CH:19][C:18]([F:21])=[CH:17][CH:16]=2)[CH:12]=1)=[O:7])C. The catalyst is CO. The product is [F:21][C:18]1[CH:17]=[CH:16][C:15]([CH2:14][CH2:13][C:11]2[CH:12]=[C:8]([C:6]([OH:7])=[O:5])[NH:9][CH:10]=2)=[CH:20][CH:19]=1. The yield is 0.844. (2) The reactants are [CH3:1][O:2][C:3](=[O:20])[CH2:4][C@@H:5]([N:8]1[C:13](=[O:14])[C:12]2[N:15]=[CH:16][CH:17]=[CH:18][C:11]=2[NH:10][C:9]1=[O:19])[CH2:6][CH3:7].Br[CH2:22][C:23]1[C:27]2[C:28]([CH3:33])=[CH:29][C:30]([CH3:32])=[CH:31][C:26]=2[S:25][N:24]=1.C(=O)([O-])[O-].[K+].[K+].O. The catalyst is CN(C)C=O. The product is [CH3:1][O:2][C:3](=[O:20])[CH2:4][C@@H:5]([N:8]1[C:13](=[O:14])[C:12]2[N:15]=[CH:16][CH:17]=[CH:18][C:11]=2[N:10]([CH2:22][C:23]2[C:27]3[C:28]([CH3:33])=[CH:29][C:30]([CH3:32])=[CH:31][C:26]=3[S:25][N:24]=2)[C:9]1=[O:19])[CH2:6][CH3:7]. The yield is 0.820. (3) The reactants are [C:1]([O:5][C:6]([NH:8][C@@H:9]1[CH2:13][C@@H:12]([C:14]([OH:16])=[O:15])[CH:11]=[CH:10]1)=[O:7])([CH3:4])([CH3:3])[CH3:2].[OH-].C([N+](CCCC)(CCCC)CCCC)CCC.[Br:35]Br.[Na].O=C1O[C@H]([C@H](CO)O)C(O)=C1O. The catalyst is C(Cl)Cl.CO.O.C(=O)(O)[O-].[Na+]. The product is [Br:35][C@H:10]1[C@H:11]2[C@H:12]([C:14](=[O:16])[O:15]2)[CH2:13][C@H:9]1[NH:8][C:6](=[O:7])[O:5][C:1]([CH3:4])([CH3:2])[CH3:3]. The yield is 0.850. (4) The reactants are [Cl:1][C:2]1[CH:3]=[C:4]2[C:8](=[CH:9][CH:10]=1)[NH:7][CH:6]=[CH:5]2.[H-].[Na+].Cl[CH2:14][C:15]1[C:16]([F:21])=[N:17][CH:18]=[CH:19][CH:20]=1. The catalyst is CN(C=O)C. The product is [Cl:1][C:2]1[CH:3]=[C:4]2[C:8](=[CH:9][CH:10]=1)[N:7]([CH2:14][C:15]1[C:16]([F:21])=[N:17][CH:18]=[CH:19][CH:20]=1)[CH:6]=[CH:5]2. The yield is 0.590. (5) The reactants are [CH2:1]([O:3][C:4]([C:6]1[NH:7][C:8]2[C:13]([CH:14]=1)=[CH:12][C:11]([OH:15])=[C:10]([Br:16])[CH:9]=2)=[O:5])[CH3:2].[CH:17]([N:20]1[CH2:25][CH2:24][CH:23](O)[CH2:22][CH2:21]1)([CH3:19])[CH3:18].C(P(CCCC)CCCC)CCC.N(C(OC(C)(C)C)=O)=NC(OC(C)(C)C)=O. The catalyst is O1CCCC1. The product is [CH2:1]([O:3][C:4]([C:6]1[NH:7][C:8]2[C:13]([CH:14]=1)=[CH:12][C:11]([O:15][CH:23]1[CH2:24][CH2:25][N:20]([CH:17]([CH3:19])[CH3:18])[CH2:21][CH2:22]1)=[C:10]([Br:16])[CH:9]=2)=[O:5])[CH3:2]. The yield is 0.550.